This data is from Forward reaction prediction with 1.9M reactions from USPTO patents (1976-2016). The task is: Predict the product of the given reaction. (1) Given the reactants C[O:2][C:3](=[O:32])[CH2:4][O:5][CH2:6][C:7]1([C:26]2[CH:31]=[CH:30][CH:29]=[CH:28][CH:27]=2)[CH2:12][CH2:11][N:10]([C:13]([O:15][CH:16]2[CH:23]3[CH2:24][CH:19]4[CH2:20][CH:21]([CH2:25][CH:17]2[CH2:18]4)[CH2:22]3)=[O:14])[CH2:9][CH2:8]1.O[Li].O.O.CC[NH+](CC)CC.CC[NH+](CC)CC.C([O-])([O-])=O, predict the reaction product. The product is: [CH:17]12[CH2:25][CH:21]3[CH2:20][CH:19]([CH2:24][CH:23]([CH2:22]3)[CH:16]1[O:15][C:13]([N:10]1[CH2:9][CH2:8][C:7]([CH2:6][O:5][CH2:4][C:3]([OH:32])=[O:2])([C:26]3[CH:27]=[CH:28][CH:29]=[CH:30][CH:31]=3)[CH2:12][CH2:11]1)=[O:14])[CH2:18]2. (2) Given the reactants C(N(CC)CC)C.[C:8](Cl)(Cl)=[O:9].[Br:12][C:13]1[CH:14]=[C:15]2[C:19](=[CH:20][CH:21]=1)[NH:18][CH:17]=[CH:16]2.[C:22]([NH:25][NH2:26])(=[O:24])[CH3:23], predict the reaction product. The product is: [C:22]([NH:25][NH:26][C:8]([N:18]1[C:19]2[C:15](=[CH:14][C:13]([Br:12])=[CH:21][CH:20]=2)[CH:16]=[CH:17]1)=[O:9])(=[O:24])[CH3:23]. (3) The product is: [CH3:1][C@@H:2]1[CH2:7][CH:6]([NH:8][C:19](=[O:20])[O:21][C:22]([CH3:25])([CH3:24])[CH3:23])[CH2:5][C@H:4]([CH3:9])[O:3]1. Given the reactants [CH3:1][CH:2]1[CH2:7][CH:6]([NH2:8])[CH2:5][CH:4]([CH3:9])[O:3]1.C(N(CC)C(C)C)(C)C.[C:19](O[C:19]([O:21][C:22]([CH3:25])([CH3:24])[CH3:23])=[O:20])([O:21][C:22]([CH3:25])([CH3:24])[CH3:23])=[O:20], predict the reaction product.